This data is from Full USPTO retrosynthesis dataset with 1.9M reactions from patents (1976-2016). The task is: Predict the reactants needed to synthesize the given product. (1) Given the product [C:1]([NH:8][CH2:9][CH2:10][N:12]=[N+:13]=[N-:14])([O:3][C:4]([CH3:7])([CH3:6])[CH3:5])=[O:2], predict the reactants needed to synthesize it. The reactants are: [C:1]([NH:8][CH2:9][CH2:10]Br)([O:3][C:4]([CH3:7])([CH3:6])[CH3:5])=[O:2].[N-:12]=[N+:13]=[N-:14].[Na+]. (2) Given the product [C:22]1([O:21][C:19](=[O:20])[NH:10][C@H:8]([C:5]2[CH:6]=[CH:7][C:2]([F:1])=[CH:3][CH:4]=2)[CH3:9])[CH:27]=[CH:26][CH:25]=[CH:24][CH:23]=1, predict the reactants needed to synthesize it. The reactants are: [F:1][C:2]1[CH:7]=[CH:6][C:5]([C@@H:8]([NH2:10])[CH3:9])=[CH:4][CH:3]=1.C(N(CC)CC)C.Cl[C:19]([O:21][C:22]1[CH:27]=[CH:26][CH:25]=[CH:24][CH:23]=1)=[O:20].O. (3) Given the product [CH2:31]([O:30][C:28](=[O:29])[CH:16]([C:17]1[C:18]([F:27])=[CH:19][C:20]([C:21](=[O:23])[NH:37][CH2:33][CH:34]([CH3:36])[CH3:35])=[CH:24][C:25]=1[F:26])[O:15][CH2:13][CH3:14])[CH3:32], predict the reactants needed to synthesize it. The reactants are: C(N1C=CN=C1)(N1C=CN=C1)=O.[CH2:13]([O:15][CH:16]([C:28]([O:30][CH2:31][CH3:32])=[O:29])[C:17]1[C:25]([F:26])=[CH:24][C:20]([C:21]([OH:23])=O)=[CH:19][C:18]=1[F:27])[CH3:14].[CH2:33]([NH2:37])[CH:34]([CH3:36])[CH3:35].CCOC(C)=O. (4) Given the product [Cl:30][C:31]1[CH:36]=[CH:35][C:34]([O:29][CH:8]([C:5]2[CH:4]=[CH:3][C:2]([Cl:1])=[CH:7][CH:6]=2)[CH2:9][CH2:10][N:11]2[CH2:16][CH2:15][CH:14]([C:17]3[CH:18]=[C:19]([NH:23][C:24](=[O:28])[CH:25]([CH3:26])[CH3:27])[CH:20]=[CH:21][CH:22]=3)[CH2:13][CH2:12]2)=[CH:33][CH:32]=1, predict the reactants needed to synthesize it. The reactants are: [Cl:1][C:2]1[CH:7]=[CH:6][C:5]([CH:8]([OH:29])[CH2:9][CH2:10][N:11]2[CH2:16][CH2:15][CH:14]([C:17]3[CH:18]=[C:19]([NH:23][C:24](=[O:28])[CH:25]([CH3:27])[CH3:26])[CH:20]=[CH:21][CH:22]=3)[CH2:13][CH2:12]2)=[CH:4][CH:3]=1.[Cl:30][C:31]1[CH:36]=[CH:35][C:34](O)=[CH:33][CH:32]=1. (5) Given the product [CH2:26]([C:30]1[N:31]([CH2:2][C:3]2[CH:4]=[C:5]([C:9]3[CH:13]=[C:12]([CH2:14][CH:15]([CH3:17])[CH3:16])[S:11][C:10]=3[S:18]([NH:21][C:22]([CH3:25])([CH3:24])[CH3:23])(=[O:20])=[O:19])[CH:6]=[CH:7][CH:8]=2)[CH:32]=[CH:33][N:34]=1)[CH2:27][CH2:28][CH3:29], predict the reactants needed to synthesize it. The reactants are: Br[CH2:2][C:3]1[CH:4]=[C:5]([C:9]2[CH:13]=[C:12]([CH2:14][CH:15]([CH3:17])[CH3:16])[S:11][C:10]=2[S:18]([NH:21][C:22]([CH3:25])([CH3:24])[CH3:23])(=[O:20])=[O:19])[CH:6]=[CH:7][CH:8]=1.[CH2:26]([C:30]1[NH:31][CH:32]=[CH:33][N:34]=1)[CH2:27][CH2:28][CH3:29]. (6) Given the product [ClH:10].[Cl:21][C:17]1[CH:16]=[C:15]([Cl:22])[CH:14]=[C:13]2[C:18]=1[CH:19]=[CH:20][C:11]([N:7]1[CH2:8][CH2:9][N:4]([CH:1]3[CH2:3][CH2:2]3)[CH2:5][CH2:6]1)=[N:12]2, predict the reactants needed to synthesize it. The reactants are: [CH:1]1([N:4]2[CH2:9][CH2:8][NH:7][CH2:6][CH2:5]2)[CH2:3][CH2:2]1.[Cl:10][C:11]1[CH:20]=[CH:19][C:18]2[C:13](=[CH:14][C:15]([Cl:22])=[CH:16][C:17]=2[Cl:21])[N:12]=1. (7) Given the product [CH3:21][O:20][C:17]1[CH:18]=[CH:19][C:14]([C:8]2([C:4]3[CH:5]=[CH:6][CH:7]=[C:2]([NH:63][C:62]4[CH:64]=[CH:65][CH:66]=[C:60]([O:59][CH3:58])[CH:61]=4)[CH:3]=3)[CH2:12][O:11][C:10]([NH2:13])=[N:9]2)=[CH:15][CH:16]=1, predict the reactants needed to synthesize it. The reactants are: Br[C:2]1[CH:3]=[C:4]([C:8]2([C:14]3[CH:19]=[CH:18][C:17]([O:20][CH3:21])=[CH:16][CH:15]=3)[CH2:12][O:11][C:10]([NH2:13])=[N:9]2)[CH:5]=[CH:6][CH:7]=1.CC(C)([O-])C.[Na+].C(P(C(C)(C)C)C1C=CC=CC=1C1C(C(C)C)=CC(C(C)C)=CC=1C(C)C)(C)(C)C.[CH3:58][O:59][C:60]1[CH:61]=[C:62]([CH:64]=[CH:65][CH:66]=1)[NH2:63].